From a dataset of Experimentally validated miRNA-target interactions with 360,000+ pairs, plus equal number of negative samples. Binary Classification. Given a miRNA mature sequence and a target amino acid sequence, predict their likelihood of interaction. (1) The miRNA is hsa-miR-16-5p with sequence UAGCAGCACGUAAAUAUUGGCG. The protein sequence of the target gene is MKMSFALTFRSAKGRWIANPSQPCSKASIGLFVPASPPLDPEKVKELQRFITLSKRLLVMTGAGISTESGIPDYRSEKVGLYARTDRRPIQHGDFVRSAPIRQRYWARNFVGWPQFSSHQPNPAHWALSTWEKLGKLYWLVTQNVDALHTKAGSRRLTELHGCMDRVLCLDCGEQTPRGVLQERFQVLNPTWSAEAHGLAPDGDVFLSEEQVRSFQVPTCVQCGGHLKPDVVFFGDTVNPDKVDFVHKRVKEADSLLVVGSSLQVYSGYRFILTAWEKKLPIAILNIGPTRSDDLACLKL.... Result: 1 (interaction). (2) The miRNA is hsa-miR-5011-5p with sequence UAUAUAUACAGCCAUGCACUC. The protein sequence of the target gene is MSESGSKSSQPLASKQEKDGTEKRGRGRPRKQPPVSPGTALVGSQKEPSEVPTPKRPRGRPKGSKNKGAAKTRKVTTAPGRKPRGRPKKLEKEEEEGISQESSEEEQ. Result: 0 (no interaction). (3) The miRNA is hsa-miR-758-3p with sequence UUUGUGACCUGGUCCACUAACC. The protein sequence of the target gene is MPFDFRRFDIYRKVPKDLTQPTYTGAIISICCCLFILFLFLSELTGFITTEVVNELYVDDPDKDSGGKIDVSLNISLPNLHCELVGLDIQDEMGRHEVGHIDNSMKIPLNNGAGCRFEGQFSINKVPGNFHVSTHSATAQPQNPDMTHVIHKLSFGDTLQVQNIHGAFNALGGADRLTSNPLASHDYILKIVPTVYEDKSGKQRYSYQYTVANKEYVAYSHTGRIIPAIWFRYDLSPITVKYTERRQPLYRFITTICAIIGGTFTVAGILDSCIFTASEAWKKIQLGKMH. Result: 1 (interaction). (4) The miRNA is rno-miR-1-3p with sequence UGGAAUGUAAAGAAGUGUGUAU. The protein sequence of the target gene is MLGLCGQRLPAAWVLLLLPFLPLLLLAAPAPHRASYKPVIVVHGLFDSSYSFRHLLEYINETHPGTVVTVLDLFDGRESLRPLWEQVQGFREAVVPIMAKAPQGVHLICYSQGGLVCRALLSVMDDHNVDSFISLSSPQMGQYGDTDYLKWLFPTSMRSNLYRICYSPWGQEFSICNYWHDPHHDDLYLNASSFLALINGERDHPNATVWRKNFLRVGHLVLIGGPDDGVITPWQSSFFGFYDANETVLEMEEQLVYLRDSFGLKTLLARGAIVRCPMAGISHTAWHSNRTLYETCIEPW.... Result: 0 (no interaction).